Dataset: Reaction yield outcomes from USPTO patents with 853,638 reactions. Task: Predict the reaction yield, written as a fraction of the theoretical maximum amount of product (1.0 means a 100% yield; for example, 0.34 means a 34% yield). (1) The reactants are Cl[C:2]1[N:9]=[C:8]([C:10]2[CH:15]=[CH:14][CH:13]=[C:12]([F:16])[CH:11]=2)[C:7]([C:17]2[CH:22]=[CH:21][N:20]=[CH:19][N:18]=2)=[CH:6][C:3]=1[C:4]#[N:5].O.[NH2:24][NH2:25]. The catalyst is C(O)C. The product is [F:16][C:12]1[CH:11]=[C:10]([C:8]2[N:9]=[C:2]3[NH:24][N:25]=[C:4]([NH2:5])[C:3]3=[CH:6][C:7]=2[C:17]2[CH:22]=[CH:21][N:20]=[CH:19][N:18]=2)[CH:15]=[CH:14][CH:13]=1. The yield is 0.970. (2) The reactants are [Cl:1][C:2]1[CH:7]=[CH:6][C:5]([O:8][C:9]2[CH:14]=[CH:13][C:12]([CH2:15][CH2:16][OH:17])=[CH:11][CH:10]=2)=[CH:4][C:3]=1[C:18]([F:21])([F:20])[F:19].[N:22]#[C:23][NH2:24].[F:25][C:26]([F:32])([F:31])[S:27]([OH:30])(=[O:29])=[O:28]. The catalyst is C1COCC1. The product is [OH:30][S:27]([C:26]([F:32])([F:31])[F:25])(=[O:29])=[O:28].[C:23](=[NH:22])([O:17][CH2:16][CH2:15][C:12]1[CH:11]=[CH:10][C:9]([O:8][C:5]2[CH:6]=[CH:7][C:2]([Cl:1])=[C:3]([C:18]([F:19])([F:20])[F:21])[CH:4]=2)=[CH:14][CH:13]=1)[NH2:24]. The yield is 0.628. (3) The reactants are Br[C:2]1[C:3]([NH:9][C:10]2[CH:15]=[C:14]([Cl:16])[CH:13]=[CH:12][C:11]=2[O:17][CH2:18][CH:19]2[CH2:24][CH2:23][N:22]([CH3:25])[CH2:21][CH2:20]2)=[N:4][CH:5]=[C:6]([CH3:8])[CH:7]=1.C1CCN2C(=NCCC2)CC1. The catalyst is CC([O-])=O.CC([O-])=O.[Pd+2].CN(C=O)C. The product is [Cl:16][C:14]1[CH:13]=[CH:12][C:11]([O:17][CH2:18][CH:19]2[CH2:24][CH2:23][N:22]([CH3:25])[CH2:21][CH2:20]2)=[C:10]2[C:15]=1[C:2]1[CH:7]=[C:6]([CH3:8])[CH:5]=[N:4][C:3]=1[NH:9]2. The yield is 0.650.